Dataset: Experimentally validated miRNA-target interactions with 360,000+ pairs, plus equal number of negative samples. Task: Binary Classification. Given a miRNA mature sequence and a target amino acid sequence, predict their likelihood of interaction. (1) The miRNA is hsa-miR-6715b-5p with sequence ACAGGCACGACUGGUUUGGCA. The protein sequence of the target gene is MSSGAPQKSSPMASGAEETPGFLDTLLQDFPALLNPEDPLPWKAPGTVLSQEEVEGELAELAMGFLGSRKAPPPLAAALAHEAVSQLLQTDLSEFRKLPREEEEEEEDDDEEEKAPVTLLDAQSLAQSFFNRLWEVAGQWQKQVPLAARASQRQWLVSIHAIRNTRRKMEDRHVSLPSFNQLFGLSDPVNRAYFAVFDGHGGVDAARYAAVHVHTNAARQPELPTDPEGALREAFRRTDQMFLRKAKRERLQSGTTGVCALIAGATLHVAWLGDSQVILVQQGQVVKLMEPHRPERQDEK.... Result: 1 (interaction). (2) The miRNA is hsa-miR-567 with sequence AGUAUGUUCUUCCAGGACAGAAC. The protein sequence of the target gene is MTAWRRFQSLLLLLGLLVLCARLLTAAKGQNCGGLVQGPNGTIESPGFPHGYPNYANCTWIIITGERNRIQLSFHTFALEEDFDILSVYDGQPQQGNLKVRLSGFQLPSSIVSTGSILTLWFTTDFAVSAQGFKALYEVLPSHTCGNPGEILKGVLHGTRFNIGDKIRYSCLPGYILEGHAILTCIVSPGNGASWDFPAPFCRAEGACGGTLRGTSSSISSPHFPSEYENNADCTWTILAEPGDTIALVFTDFQLEEGYDFLEISGTEAPSIWLTGMNLPSPVISSKNWLRLHFTSDSNH.... Result: 1 (interaction). (3) The miRNA is hsa-miR-6847-5p with sequence ACAGAGGACAGUGGAGUGUGAGC. The protein sequence of the target gene is MSSRKQGSQPRGQQSAEEENFKKPTRSNMQRSKMRGASSGKKTAGPQQKNLEPALPGRWGGRSAENPPSGSVRKTRKNKQKTPGNGDGGSTSEAPQPPRKKRARADPTVESEEAFKNRMEVKVKIPEELKPWLVEDWDLVTRQKQLFQLPAKKNVDAILEEYANCKKSQGNVDNKEYAVNEVVAGIKEYFNVMLGTQLLYKFERPQYAEILLAHPDAPMSQVYGAPHLLRLFVRIGAMLAYTPLDEKSLALLLGYLHDFLKYLAKNSASLFTASDYKVASAEYHRKAL. Result: 1 (interaction). (4) The miRNA is hsa-miR-762 with sequence GGGGCUGGGGCCGGGGCCGAGC. The protein sequence of the target gene is MAPGEKESGEGPAKSALRKIRTATLVISLARGWQQWANENSIRQAQEPTGWLPGGTQDSPQAPKPITPPTSHQKAQSAPKSPPRLPEGHGDGQSSEKAPEVSHIKKKEVSKTVVSKTYERGGDVSHLSHRYERDAGVLEPGQPENDIDRILHSHGSPTRRRKCANLVSELTKGWRVMEQEEPTWRSDSVDTEDSGYGGEAEERPEQDGVQVAVVRIKRPLPSQVNRFTEKLNCKAQQKYSPVGNLKGRWQQWADEHIQSQKLNPFSEEFDYELAMSTRLHKGDEGYGRPKEGTKTAERAK.... Result: 0 (no interaction). (5) The miRNA is hsa-miR-200c-5p with sequence CGUCUUACCCAGCAGUGUUUGG. The protein sequence of the target gene is MEAGGFLDSLIYGACVVFTLGMFSAGLSDLRHMRMTRSVDNVQFLPFLTTEVNNLGWLSYGALKGDGILIVVNTVGAALQTLYILAYLHYCPRKRVVLLQTATLLGVLLLGYGYFWLLVPNPEARLQQLGLFCSVFTISMYLSPLADLAKVIQTKSTQCLSYPLTIATLLTSASWCLYGFRLRDPYIMVSNFPGIVTSFIRFWLFWKYPQEQDRNYWLLQT. Result: 0 (no interaction).